Regression. Given a peptide amino acid sequence and an MHC pseudo amino acid sequence, predict their binding affinity value. This is MHC class I binding data. From a dataset of Peptide-MHC class I binding affinity with 185,985 pairs from IEDB/IMGT. (1) The peptide sequence is RSYMSFWCK. The MHC is HLA-B40:01 with pseudo-sequence HLA-B40:01. The binding affinity (normalized) is 0.0847. (2) The peptide sequence is ALYEENALK. The binding affinity (normalized) is 0.0847. The MHC is HLA-A02:16 with pseudo-sequence HLA-A02:16. (3) The peptide sequence is YQNEVTPEY. The MHC is HLA-B46:01 with pseudo-sequence HLA-B46:01. The binding affinity (normalized) is 0.207.